From a dataset of Catalyst prediction with 721,799 reactions and 888 catalyst types from USPTO. Predict which catalyst facilitates the given reaction. (1) Reactant: F[C:2]1[CH:7]=[CH:6][C:5]([N+:8]([O-:10])=[O:9])=[CH:4][CH:3]=1.[C:11]([O:15][C:16]([N:18]1[CH2:24][CH2:23][CH2:22][NH:21][CH2:20][CH2:19]1)=[O:17])([CH3:14])([CH3:13])[CH3:12].C(OCC)(=O)C.O. Product: [N+:8]([C:5]1[CH:6]=[CH:7][C:2]([N:21]2[CH2:22][CH2:23][CH2:24][N:18]([C:16]([O:15][C:11]([CH3:14])([CH3:13])[CH3:12])=[O:17])[CH2:19][CH2:20]2)=[CH:3][CH:4]=1)([O-:10])=[O:9]. The catalyst class is: 16. (2) Reactant: [Cl:1][C:2]1[C:6]([N:7]([CH2:15][C:16]#[CH:17])C(=O)OC(C)(C)C)=[CH:5][N:4]([C:18]2[CH:19]=[N:20][CH:21]=[CH:22][CH:23]=2)[N:3]=1.FC(F)(F)C(O)=O. Product: [Cl:1][C:2]1[C:6]([NH:7][CH2:15][C:16]#[CH:17])=[CH:5][N:4]([C:18]2[CH:19]=[N:20][CH:21]=[CH:22][CH:23]=2)[N:3]=1. The catalyst class is: 4. (3) Reactant: [C:1]([O:5][C:6]([N:8]1[C@@H:13]([CH2:14][OH:15])[CH2:12][O:11][C@@H:10]([O:16][CH2:17][C:18]([CH3:21])([CH3:20])[CH3:19])[CH2:9]1)=[O:7])([CH3:4])([CH3:3])[CH3:2].C(N(CC)C(C)C)(C)C. Product: [C:1]([O:5][C:6]([N:8]1[C@@H:13]([CH:14]=[O:15])[CH2:12][O:11][C@@H:10]([O:16][CH2:17][C:18]([CH3:21])([CH3:20])[CH3:19])[CH2:9]1)=[O:7])([CH3:4])([CH3:3])[CH3:2]. The catalyst class is: 633. (4) Reactant: [C:1]([C:5]1[CH:9]=[C:8]([NH2:10])[N:7]([CH3:11])[N:6]=1)([CH3:4])([CH3:3])[CH3:2].[Br:12]Br.O.[OH-].[K+]. Product: [Br:12][C:9]1[C:5]([C:1]([CH3:4])([CH3:2])[CH3:3])=[N:6][N:7]([CH3:11])[C:8]=1[NH2:10]. The catalyst class is: 15. (5) Reactant: Br[C:2]1[CH:7]=[CH:6][C:5]([CH:8]2[CH2:12][O:11][C:10]([CH3:14])([CH3:13])[O:9]2)=[CH:4][N:3]=1.[CH2:15]([Sn](CCCC)(CCCC)C=C)[CH2:16]CC. Product: [CH3:13][C:10]1([CH3:14])[O:9][CH:8]([C:5]2[CH:6]=[CH:7][C:2]([CH:15]=[CH2:16])=[N:3][CH:4]=2)[CH2:12][O:11]1. The catalyst class is: 109. (6) Reactant: [N+:1]([C:4]1[CH:21]=[CH:20][C:7]([O:8][C:9]2[C:18]3[C:13](=[CH:14][C:15]([OH:19])=[CH:16][CH:17]=3)[N:12]=[CH:11][CH:10]=2)=[CH:6][CH:5]=1)([O-:3])=[O:2].[OH-].[Na+].[CH3:24][C:25]1([O:28][CH2:27]1)[CH3:26]. Product: [CH3:24][C:25]([OH:28])([CH3:27])[CH2:26][O:19][C:15]1[CH:14]=[C:13]2[C:18]([C:9]([O:8][C:7]3[CH:20]=[CH:21][C:4]([N+:1]([O-:3])=[O:2])=[CH:5][CH:6]=3)=[CH:10][CH:11]=[N:12]2)=[CH:17][CH:16]=1. The catalyst class is: 6. (7) Reactant: [CH:1](=O)[CH2:2][CH2:3][CH2:4][CH2:5][CH2:6][CH2:7][CH2:8][CH3:9].[ClH:11].Cl.[C:13]([C:17]1[CH:22]=[CH:21][C:20]([NH:23][C:24]([NH:26][C:27]([NH2:29])=[NH:28])=[NH:25])=[CH:19][CH:18]=1)([CH3:16])([CH3:15])[CH3:14]. Product: [ClH:11].[CH2:2]([CH:1]1[N:23]([C:20]2[CH:21]=[CH:22][C:17]([C:13]([CH3:14])([CH3:16])[CH3:15])=[CH:18][CH:19]=2)[C:24]([NH2:25])=[N:26][C:27]([NH2:29])=[N:28]1)[CH2:3][CH2:4][CH2:5][CH2:6][CH2:7][CH2:8][CH3:9]. The catalyst class is: 8. (8) Reactant: [Cl:1][C:2]1[CH:7]=[CH:6][C:5]([C:8]2([OH:21])[CH2:13][CH2:12][N:11]([C:14]([O:16][C:17]([CH3:20])([CH3:19])[CH3:18])=[O:15])[CH2:10][CH2:9]2)=[C:4]([CH2:22]O)[CH:3]=1.C1(P(C2C=CC=CC=2)C2C=CC=CC=2)C=CC=CC=1.CCOC(/N=N/C(OCC)=O)=O. Product: [Cl:1][C:2]1[CH:3]=[C:4]2[C:5](=[CH:6][CH:7]=1)[C:8]1([CH2:9][CH2:10][N:11]([C:14]([O:16][C:17]([CH3:18])([CH3:20])[CH3:19])=[O:15])[CH2:12][CH2:13]1)[O:21][CH2:22]2. The catalyst class is: 1. (9) The catalyst class is: 183. Product: [Br:1][C:2]1[CH:7]=[C:6]([NH2:8])[CH:5]=[C:4]([Cl:11])[CH:3]=1. Reactant: [Br:1][C:2]1[CH:7]=[C:6]([N+:8]([O-])=O)[CH:5]=[C:4]([Cl:11])[CH:3]=1. (10) Product: [CH3:17][C:18]1[C:22]([C:23]([N:25]2[CH2:26][CH2:27][N:28]([CH3:31])[CH2:29][CH2:30]2)=[O:24])=[C:21]([CH3:32])[NH:20][C:19]=1[CH:33]=[C:9]1[C:8]2[C:12](=[CH:13][CH:14]=[CH:15][C:7]=2[C:4]2[CH:5]=[CH:6][N:1]=[CH:2][CH:3]=2)[NH:11][C:10]1=[O:16]. The catalyst class is: 8. Reactant: [N:1]1[CH:6]=[CH:5][C:4]([C:7]2[CH:15]=[CH:14][CH:13]=[C:12]3[C:8]=2[CH2:9][C:10](=[O:16])[NH:11]3)=[CH:3][CH:2]=1.[CH3:17][C:18]1[C:22]([C:23]([N:25]2[CH2:30][CH2:29][N:28]([CH3:31])[CH2:27][CH2:26]2)=[O:24])=[C:21]([CH3:32])[NH:20][C:19]=1[CH:33]=O.N1CCCCC1.